Task: Predict the reactants needed to synthesize the given product.. Dataset: Full USPTO retrosynthesis dataset with 1.9M reactions from patents (1976-2016) Given the product [NH2:1][C@@H:2]([CH2:30][C:31]1[C:39]2[C:34](=[CH:35][CH:36]=[CH:37][CH:38]=2)[NH:33][CH:32]=1)[CH2:3][NH:4][C:5]1[O:9][N:8]=[C:7]([C:10]2[CH:11]=[C:12]3[C:17](=[CH:18][CH:19]=2)[CH:16]=[N:15][CH:14]=[CH:13]3)[C:6]=1[CH2:20][CH2:21][NH2:22], predict the reactants needed to synthesize it. The reactants are: [NH2:1][C@@H:2]([CH2:30][C:31]1[C:39]2[C:34](=[CH:35][CH:36]=[CH:37][CH:38]=2)[NH:33][CH:32]=1)[CH2:3][NH:4][C:5]1[O:9][N:8]=[C:7]([C:10]2[CH:11]=[C:12]3[C:17](=[CH:18][CH:19]=2)[CH:16]=[N:15][CH:14]=[CH:13]3)[C:6]=1[CH2:20][CH2:21][NH:22]C(=O)OC(C)(C)C.C(O)(C(F)(F)F)=O.C(Cl)Cl.